Dataset: hERG Central: cardiac toxicity at 1µM, 10µM, and general inhibition. Task: Predict hERG channel inhibition at various concentrations. (1) The molecule is CCC(=O)c1ccc(OCC(=O)N(Cc2nnc(-c3ccccc3Cl)o2)C2CC2)cc1. Results: hERG_inhib (hERG inhibition (general)): blocker. (2) Results: hERG_inhib (hERG inhibition (general)): blocker. The compound is CCN(CC)CCN(Cc1cc2ccc(C)c(C)c2[nH]c1=O)C(=S)NCc1ccco1. (3) The drug is Cc1ccc(S(=O)(=O)NNC(=O)c2ccoc2C)cc1. Results: hERG_inhib (hERG inhibition (general)): blocker.